From a dataset of Catalyst prediction with 721,799 reactions and 888 catalyst types from USPTO. Predict which catalyst facilitates the given reaction. (1) Reactant: [N+:1]([C:4]1[CH:5]=[C:6]([CH:10]=[C:11]([N+:13]([O-:15])=[O:14])[CH:12]=1)C(O)=O)([O-:3])=[O:2].S(=O)(=O)(O)O.[N-:21]=[N+]=[N-].[Na+]. Product: [N+:1]([C:4]1[CH:5]=[C:6]([CH:10]=[C:11]([N+:13]([O-:15])=[O:14])[CH:12]=1)[NH2:21])([O-:3])=[O:2]. The catalyst class is: 22. (2) Reactant: F[C:2]1[CH:7]=[CH:6][C:5]([S:8]([CH3:11])(=[O:10])=[O:9])=[CH:4][C:3]=1[C:12]1[C:21]2[C:16](=[CH:17][CH:18]=[CH:19][CH:20]=2)[C:15](=[O:22])[N:14]([CH3:23])[CH:13]=1.[NH2:24][C@H:25]1[CH2:30][CH2:29][C@H:28]([OH:31])[CH2:27][CH2:26]1. Product: [OH:31][C@H:28]1[CH2:29][CH2:30][C@H:25]([NH:24][C:2]2[CH:7]=[CH:6][C:5]([S:8]([CH3:11])(=[O:10])=[O:9])=[CH:4][C:3]=2[C:12]2[C:21]3[C:16](=[CH:17][CH:18]=[CH:19][CH:20]=3)[C:15](=[O:22])[N:14]([CH3:23])[CH:13]=2)[CH2:26][CH2:27]1. The catalyst class is: 37. (3) Reactant: O=[C:2]([CH2:20][CH2:21][C:22]1[CH:27]=[CH:26][CH:25]=[CH:24][CH:23]=1)[CH2:3][N:4]1[C:10](=O)[C:9]2[CH:12]=[CH:13][CH:14]=[CH:15][C:8]=2[NH:7][C:6]2[N:16]=[CH:17][CH:18]=[CH:19][C:5]1=2.C([O-])(=O)C.[NH4+:32]. Product: [CH2:20]([C:2]1[N:32]=[C:10]2[C:9]3[CH:12]=[CH:13][CH:14]=[CH:15][C:8]=3[NH:7][C:6]3[N:16]=[CH:17][CH:18]=[CH:19][C:5]=3[N:4]2[CH:3]=1)[CH2:21][C:22]1[CH:27]=[CH:26][CH:25]=[CH:24][CH:23]=1. The catalyst class is: 15. (4) Reactant: [N+:1]([C:4]1[CH:5]=[N:6][C:7]2[C:12]([C:13]=1[NH:14][CH2:15][CH2:16][CH2:17][CH2:18][NH:19][C:20](=[O:26])[O:21][C:22]([CH3:25])([CH3:24])[CH3:23])=[N:11][CH:10]=[CH:9][CH:8]=2)([O-])=O.[H][H]. Product: [NH2:1][C:4]1[CH:5]=[N:6][C:7]2[C:12]([C:13]=1[NH:14][CH2:15][CH2:16][CH2:17][CH2:18][NH:19][C:20](=[O:26])[O:21][C:22]([CH3:24])([CH3:23])[CH3:25])=[N:11][CH:10]=[CH:9][CH:8]=2. The catalyst class is: 612.